From a dataset of Full USPTO retrosynthesis dataset with 1.9M reactions from patents (1976-2016). Predict the reactants needed to synthesize the given product. (1) Given the product [NH2:1][C:2]1[C:11]([O:16][CH3:15])=[N:10][C:9]2[C:4](=[CH:5][C:6]([CH3:14])=[C:7]([CH3:13])[CH:8]=2)[N:3]=1, predict the reactants needed to synthesize it. The reactants are: [NH2:1][C:2]1[C:11](Cl)=[N:10][C:9]2[C:4](=[CH:5][C:6]([CH3:14])=[C:7]([CH3:13])[CH:8]=2)[N:3]=1.[CH3:15][O-:16].[Na+]. (2) The reactants are: [CH2:1]([O:8][C:9]1[CH:10]=[C:11](/[CH:23]=[CH:24]/[C:25]([C:27]2[CH:32]=[CH:31][CH:30]=[CH:29][C:28]=2[OH:33])=[O:26])[CH:12]=[CH:13][C:14]=1[O:15][CH2:16][C:17]1[CH:22]=[CH:21][CH:20]=[CH:19][CH:18]=1)[C:2]1[CH:7]=[CH:6][CH:5]=[CH:4][CH:3]=1.[OH-:34].[Na+].OO.Cl. Given the product [CH2:1]([O:8][C:9]1[CH:10]=[C:11]([C:23]2[O:33][C:28]3[C:27]([C:25](=[O:26])[C:24]=2[OH:34])=[CH:32][CH:31]=[CH:30][CH:29]=3)[CH:12]=[CH:13][C:14]=1[O:15][CH2:16][C:17]1[CH:22]=[CH:21][CH:20]=[CH:19][CH:18]=1)[C:2]1[CH:3]=[CH:4][CH:5]=[CH:6][CH:7]=1, predict the reactants needed to synthesize it. (3) Given the product [CH2:1]([O:3][C:4]([C:5]1[N:8]([C:9]2[CH:14]=[C:13]([NH:15][C:16]([O:18][C:19]([CH3:20])([CH3:21])[CH3:22])=[O:17])[CH:12]=[C:11]([Cl:23])[N:10]=2)[CH:35]=[N:36][CH:37]=1)=[O:24])[CH3:2], predict the reactants needed to synthesize it. The reactants are: [CH2:1]([O:3][C:4](=[O:24])[CH:5]([NH:8][C:9]1[CH:14]=[C:13]([NH:15][C:16]([O:18][C:19]([CH3:22])([CH3:21])[CH3:20])=[O:17])[CH:12]=[C:11]([Cl:23])[N:10]=1)OC)[CH3:2].S([CH2:35][N+:36]#[C-:37])(C1C=CC(C)=CC=1)(=O)=O.C([O-])([O-])=O.[K+].[K+].O. (4) Given the product [F:10][C:4]1[CH:3]=[C:2]([CH:7]=[C:6]([CH2:8][F:9])[CH:5]=1)[CH:19]=[O:20], predict the reactants needed to synthesize it. The reactants are: Br[C:2]1[CH:7]=[C:6]([CH2:8][F:9])[CH:5]=[C:4]([F:10])[CH:3]=1.C([Li])CCC.CN([CH:19]=[O:20])C.